This data is from Catalyst prediction with 721,799 reactions and 888 catalyst types from USPTO. The task is: Predict which catalyst facilitates the given reaction. (1) Reactant: [C:1]([N:8]1[CH2:13][CH2:12][NH:11][CH2:10][CH2:9]1)([O:3]C(C)(C)C)=O.[F:14][C:15]([F:26])([F:25])[C:16]1[CH:24]=[CH:23][CH:22]=[CH:21][C:17]=1C(Cl)=O.C(N(CC)CC)C. Product: [N:8]1([C:1]([C:17]2[CH:21]=[CH:22][CH:23]=[CH:24][C:16]=2[C:15]([F:26])([F:25])[F:14])=[O:3])[CH2:9][CH2:10][NH:11][CH2:12][CH2:13]1. The catalyst class is: 4. (2) Reactant: [C:1]([O:5][C:6]([N:8]1[CH:17]2[CH2:18][CH2:19][CH:9]1[C:10]1[C:11]([OH:28])=[C:12]([NH:20][C:21]([O:23][C:24]([CH3:27])([CH3:26])[CH3:25])=[O:22])[CH:13]=[CH:14][C:15]=1[CH2:16]2)=[O:7])([CH3:4])([CH3:3])[CH3:2].S(OC)(O[CH3:33])(=O)=O.C(=O)([O-])[O-].[Cs+].[Cs+].O1CCOCC1. Product: [C:1]([O:5][C:6]([N:8]1[CH:17]2[CH2:18][CH2:19][CH:9]1[C:10]1[C:11]([O:28][CH3:33])=[C:12]([NH:20][C:21]([O:23][C:24]([CH3:27])([CH3:26])[CH3:25])=[O:22])[CH:13]=[CH:14][C:15]=1[CH2:16]2)=[O:7])([CH3:4])([CH3:3])[CH3:2]. The catalyst class is: 6. (3) Reactant: O.NN.[CH3:4][O:5][C:6]1[CH:40]=[CH:39][C:9]([CH2:10][N:11]2[C:16]([CH3:17])=[CH:15][C:14]([O:18][CH2:19][C:20]3[CH:37]=[CH:36][CH:35]=[CH:34][C:21]=3[CH2:22][N:23]3C(=O)C4C(=CC=CC=4)C3=O)=[CH:13][C:12]2=[O:38])=[CH:8][CH:7]=1. Product: [NH2:23][CH2:22][C:21]1[CH:34]=[CH:35][CH:36]=[CH:37][C:20]=1[CH2:19][O:18][C:14]1[CH:15]=[C:16]([CH3:17])[N:11]([CH2:10][C:9]2[CH:8]=[CH:7][C:6]([O:5][CH3:4])=[CH:40][CH:39]=2)[C:12](=[O:38])[CH:13]=1. The catalyst class is: 5. (4) Reactant: C[O:2][C:3]([C:5]1[N:13]([CH3:14])[C:12]2[C:7](=[N:8][CH:9]=[CH:10][CH:11]=2)[CH:6]=1)=[O:4].[OH-].[Li+].O.Cl. Product: [CH3:14][N:13]1[C:12]2[C:7](=[N:8][CH:9]=[CH:10][CH:11]=2)[CH:6]=[C:5]1[C:3]([OH:4])=[O:2]. The catalyst class is: 36.